Predict the reactants needed to synthesize the given product. From a dataset of Full USPTO retrosynthesis dataset with 1.9M reactions from patents (1976-2016). (1) Given the product [CH2:13]([N:20]1[CH2:25][CH2:24][C:23]2([N:31]([C:35]3[CH:36]=[CH:37][CH:38]=[CH:39][CH:40]=3)[C:32](=[O:34])[CH2:33][C:26]2=[O:28])[CH2:22][CH2:21]1)[C:14]1[CH:19]=[CH:18][CH:17]=[CH:16][CH:15]=1, predict the reactants needed to synthesize it. The reactants are: C(NC(C)C)(C)C.C([Li])CCC.[CH2:13]([N:20]1[CH2:25][CH2:24][C:23]([N:31]([C:35]2[CH:40]=[CH:39][CH:38]=[CH:37][CH:36]=2)[C:32](=[O:34])[CH3:33])([C:26]([O:28]CC)=O)[CH2:22][CH2:21]1)[C:14]1[CH:19]=[CH:18][CH:17]=[CH:16][CH:15]=1. (2) Given the product [CH3:30][C:31]1[CH:32]=[C:33]([NH:38][C:39](=[O:40])[N:10]([CH2:11][C:12]2[CH:20]=[CH:19][CH:18]=[C:17]3[C:13]=2[CH2:14][N:15]([CH:22]2[CH2:27][CH2:26][C:25](=[O:28])[NH:24][C:23]2=[O:29])[C:16]3=[O:21])[CH3:9])[CH:34]=[CH:35][C:36]=1[CH3:37], predict the reactants needed to synthesize it. The reactants are: C(N(CC)CC)C.Cl.[CH3:9][NH:10][CH2:11][C:12]1[CH:20]=[CH:19][CH:18]=[C:17]2[C:13]=1[CH2:14][N:15]([CH:22]1[CH2:27][CH2:26][C:25](=[O:28])[NH:24][C:23]1=[O:29])[C:16]2=[O:21].[CH3:30][C:31]1[CH:32]=[C:33]([N:38]=[C:39]=[O:40])[CH:34]=[CH:35][C:36]=1[CH3:37]. (3) Given the product [NH:24]1[C:25]2[C:21](=[CH:20][C:19]([CH2:18][CH2:17][C:14]3[N:13]=[N:12][C:11]([NH:10][C:7]4[CH:8]=[CH:9][C:4]([O:3][CH:2]([F:34])[F:1])=[CH:5][CH:6]=4)=[CH:16][CH:15]=3)=[CH:27][CH:26]=2)[CH:22]=[N:23]1, predict the reactants needed to synthesize it. The reactants are: [F:1][CH:2]([F:34])[O:3][C:4]1[CH:9]=[CH:8][C:7]([NH:10][C:11]2[N:12]=[N:13][C:14]([CH2:17][CH2:18][C:19]3[CH:20]=[C:21]4[C:25](=[CH:26][CH:27]=3)[N:24](C3CCCCO3)[N:23]=[CH:22]4)=[CH:15][CH:16]=2)=[CH:6][CH:5]=1.C(O)(C(F)(F)F)=O. (4) Given the product [Br:1][C:2]1[CH:20]=[C:19]([CH2:21][O:22][Si:23]([CH:30]([CH3:32])[CH3:31])([CH:24]([CH3:25])[CH3:26])[CH:27]([CH3:28])[CH3:29])[C:18]([Cl:33])=[CH:17][C:3]=1[CH2:4][OH:5], predict the reactants needed to synthesize it. The reactants are: [Br:1][C:2]1[CH:20]=[C:19]([CH2:21][O:22][Si:23]([CH:30]([CH3:32])[CH3:31])([CH:27]([CH3:29])[CH3:28])[CH:24]([CH3:26])[CH3:25])[C:18]([Cl:33])=[CH:17][C:3]=1[C:4](O[Si](C(C)C)(C(C)C)C(C)C)=[O:5].CSC.B.CO.O.